Dataset: Peptide-MHC class I binding affinity with 185,985 pairs from IEDB/IMGT. Task: Regression. Given a peptide amino acid sequence and an MHC pseudo amino acid sequence, predict their binding affinity value. This is MHC class I binding data. The peptide sequence is KTHSFTLGF. The MHC is HLA-A02:01 with pseudo-sequence HLA-A02:01. The binding affinity (normalized) is 0.0847.